Dataset: Full USPTO retrosynthesis dataset with 1.9M reactions from patents (1976-2016). Task: Predict the reactants needed to synthesize the given product. Given the product [OH:35][C@H:34]1[C@H:30]2[O:29][CH2:28][C@@H:27]([O:26][C:24]3[N:23]([CH2:36][O:37][CH2:38][CH2:39][Si:40]([CH3:43])([CH3:42])[CH3:41])[C:5]4=[N:6][C:7]([C:8]5[CH:13]=[CH:12][C:11]([C:45]6[CH:50]=[CH:49][C:48]([NH:51][S:52]([CH3:59])(=[N:54][CH:55]7[CH2:58][CH2:57][CH2:56]7)=[O:53])=[CH:47][CH:46]=6)=[CH:10][CH:9]=5)=[C:2]([Cl:1])[CH:3]=[C:4]4[N:25]=3)[C@H:31]2[O:32][CH2:33]1, predict the reactants needed to synthesize it. The reactants are: [Cl:1][C:2]1[CH:3]=[C:4]2[N:25]=[C:24]([O:26][C@H:27]3[C@H:31]4[O:32][CH2:33][C@@H:34]([OH:35])[C@H:30]4[O:29][CH2:28]3)[N:23]([CH2:36][O:37][CH2:38][CH2:39][Si:40]([CH3:43])([CH3:42])[CH3:41])[C:5]2=[N:6][C:7]=1[C:8]1[CH:13]=[CH:12][C:11](B2OC(C)(C)C(C)(C)O2)=[CH:10][CH:9]=1.Br[C:45]1[CH:50]=[CH:49][C:48]([NH:51][S:52]([CH3:59])(=[N:54][CH:55]2[CH2:58][CH2:57][CH2:56]2)=[O:53])=[CH:47][CH:46]=1.